This data is from Catalyst prediction with 721,799 reactions and 888 catalyst types from USPTO. The task is: Predict which catalyst facilitates the given reaction. (1) Reactant: C(N(CC)CC)C.[CH2:8]([S:15](Cl)(=[O:17])=[O:16])[C:9]1[CH:14]=[CH:13][CH:12]=[CH:11][CH:10]=1.[C:19]([O:22][C:23]1[C:28](=[O:29])[N:27]([CH3:30])[C:26]([C:31]2[S:32][CH:33]=[CH:34][C:35]=2[NH2:36])=[N:25][C:24]=1[C:37]([O:39][CH3:40])=[O:38])(=[O:21])[CH3:20]. Product: [C:19]([O:22][C:23]1[C:28](=[O:29])[N:27]([CH3:30])[C:26]([C:31]2[S:32][CH:33]=[CH:34][C:35]=2[NH:36][S:15]([CH2:8][C:9]2[CH:14]=[CH:13][CH:12]=[CH:11][CH:10]=2)(=[O:17])=[O:16])=[N:25][C:24]=1[C:37]([O:39][CH3:40])=[O:38])(=[O:21])[CH3:20]. The catalyst class is: 10. (2) The catalyst class is: 6. Product: [Cl:1][C:2]1[C:3](=[O:28])[N:4]([CH2:18][C:19]2[CH:20]=[C:21]3[C:25](=[CH:26][CH:27]=2)[N:24]([CH3:29])[CH:23]=[CH:22]3)[CH:5]=[CH:6][C:7]=1[O:8][CH2:9][C:10]1[CH:15]=[CH:14][C:13]([F:16])=[CH:12][C:11]=1[F:17]. Reactant: [Cl:1][C:2]1[C:3](=[O:28])[N:4]([CH2:18][C:19]2[CH:20]=[C:21]3[C:25](=[CH:26][CH:27]=2)[NH:24][CH:23]=[CH:22]3)[CH:5]=[CH:6][C:7]=1[O:8][CH2:9][C:10]1[CH:15]=[CH:14][C:13]([F:16])=[CH:12][C:11]=1[F:17].[CH3:29]N(C=O)C.[H-].[Na+].S(OC)(OC)(=O)=O. (3) Reactant: [CH2:1]([NH:3][C:4]1[CH:9]=[C:8]([O:10][CH2:11][O:12][CH2:13][CH2:14][Si:15]([CH3:18])([CH3:17])[CH3:16])[CH:7]=[CH:6][C:5]=1[N+:19]([O-])=O)[CH3:2]. Product: [CH2:1]([NH:3][C:4]1[C:5]([NH2:19])=[CH:6][CH:7]=[C:8]([O:10][CH2:11][O:12][CH2:13][CH2:14][Si:15]([CH3:18])([CH3:17])[CH3:16])[CH:9]=1)[CH3:2]. The catalyst class is: 29. (4) Reactant: [Cl:1][C:2]1[C:7]([Cl:8])=[C:6]([S:9](=[O:18])(=[O:17])[NH:10][C@@H:11]([CH3:16])[C:12]([F:15])([F:14])[F:13])[CH:5]=[CH:4][C:3]=1[C:19]1[S:23][C:22]([C:24]2[CH:29]=[CH:28][CH:27]=[C:26]([C:30]([OH:33])([CH3:32])[CH3:31])[N:25]=2)=[N:21][C:20]=1[C:34]([OH:36])=O.CN(C(ON1N=N[C:47]2C=[CH:49][CH:50]=[N:51][C:46]1=2)=[N+](C)C)C.F[P-](F)(F)(F)(F)F.C(NCC)C. Product: [Cl:1][C:2]1[C:7]([Cl:8])=[C:6]([S:9](=[O:18])(=[O:17])[NH:10][C@@H:11]([CH3:16])[C:12]([F:13])([F:14])[F:15])[CH:5]=[CH:4][C:3]=1[C:19]1[S:23][C:22]([C:24]2[CH:29]=[CH:28][CH:27]=[C:26]([C:30]([OH:33])([CH3:31])[CH3:32])[N:25]=2)=[N:21][C:20]=1[C:34]([N:51]([CH2:46][CH3:47])[CH2:50][CH3:49])=[O:36]. The catalyst class is: 44.